From a dataset of Full USPTO retrosynthesis dataset with 1.9M reactions from patents (1976-2016). Predict the reactants needed to synthesize the given product. (1) Given the product [C:20]([C:24]1[CH:25]=[CH:26][C:27]2[N:28]([C:2]3[CH:7]=[C:6]([C:8]([CH3:15])([CH2:10][C:11]([CH3:14])([CH3:13])[CH3:12])[CH3:9])[CH:5]=[CH:4][C:3]=3[O:16][CH2:17][O:18][CH3:19])[C:29]3[C:34]([C:35]=2[CH:36]=1)=[CH:33][C:32]([C:37]([CH3:40])([CH3:39])[CH3:38])=[CH:31][CH:30]=3)([CH3:23])([CH3:22])[CH3:21], predict the reactants needed to synthesize it. The reactants are: I[C:2]1[CH:7]=[C:6]([C:8]([CH3:15])([CH2:10][C:11]([CH3:14])([CH3:13])[CH3:12])[CH3:9])[CH:5]=[CH:4][C:3]=1[O:16][CH2:17][O:18][CH3:19].[C:20]([C:24]1[CH:25]=[CH:26][C:27]2[NH:28][C:29]3[C:34]([C:35]=2[CH:36]=1)=[CH:33][C:32]([C:37]([CH3:40])([CH3:39])[CH3:38])=[CH:31][CH:30]=3)([CH3:23])([CH3:22])[CH3:21].[O-]P([O-])([O-])=O.[K+].[K+].[K+].CNCCNC. (2) Given the product [F:37][C:4]1[CH:3]=[C:2]([NH:1][C:51]([C:47]2[C:46](=[O:54])[N:45]([C:42]3[CH:41]=[CH:40][C:39]([F:38])=[CH:44][CH:43]=3)[CH:50]=[CH:49][N:48]=2)=[O:53])[CH:36]=[CH:35][C:5]=1[O:6][C:7]1[CH:12]=[CH:11][N:10]=[C:9]2[NH:13][N:14]=[C:15]([NH:16][CH:17]3[CH2:18][CH2:19][N:20]([CH:23]([CH3:24])[CH3:25])[CH2:21][CH2:22]3)[C:8]=12, predict the reactants needed to synthesize it. The reactants are: [NH2:1][C:2]1[CH:36]=[CH:35][C:5]([O:6][C:7]2[CH:12]=[CH:11][N:10]=[C:9]3[N:13](CC4C=CC(OC)=CC=4)[N:14]=[C:15]([NH:16][CH:17]4[CH2:22][CH2:21][N:20]([CH:23]([CH3:25])[CH3:24])[CH2:19][CH2:18]4)[C:8]=23)=[C:4]([F:37])[CH:3]=1.[F:38][C:39]1[CH:44]=[CH:43][C:42]([N:45]2[CH:50]=[CH:49][N:48]=[C:47]([C:51]([OH:53])=O)[C:46]2=[O:54])=[CH:41][CH:40]=1. (3) Given the product [CH3:1][NH:2][C:3]([C@H:5]1[CH2:9][CH2:8][CH2:7][N:6]1[C:10]1[CH:15]=[CH:14][C:13]([NH:16][C:17]2[N:19]=[C:24]([C:26]3[N:30]([CH:31]([CH3:32])[CH3:33])[C:29]([CH3:34])=[N:28][CH:27]=3)[C:23]([F:35])=[CH:22][N:18]=2)=[CH:12][CH:11]=1)=[O:4], predict the reactants needed to synthesize it. The reactants are: [CH3:1][NH:2][C:3]([C@H:5]1[CH2:9][CH2:8][CH2:7][N:6]1[C:10]1[CH:15]=[CH:14][C:13]([NH:16][C:17]([NH2:19])=[NH:18])=[CH:12][CH:11]=1)=[O:4].CN(C)/[CH:22]=[C:23](\[F:35])/[C:24]([C:26]1[N:30]([CH:31]([CH3:33])[CH3:32])[C:29]([CH3:34])=[N:28][CH:27]=1)=O. (4) Given the product [O:1]1[CH2:6][CH2:5][N:4]([S:7]([C:10]2[CH:11]=[C:12]([CH:16]=[CH:17][CH:18]=2)[C:13]([O:15][CH3:24])=[O:14])(=[O:9])=[O:8])[CH2:3][CH2:2]1, predict the reactants needed to synthesize it. The reactants are: [O:1]1[CH2:6][CH2:5][N:4]([S:7]([C:10]2[CH:11]=[C:12]([CH:16]=[CH:17][CH:18]=2)[C:13]([OH:15])=[O:14])(=[O:9])=[O:8])[CH2:3][CH2:2]1.OS(O)(=O)=O.[CH3:24]O. (5) Given the product [F:1][C:2]1[CH:11]=[C:10]2[C:5]([C:6](=[O:17])[C:7]([C:12]([OH:14])=[O:13])=[CH:8][NH:9]2)=[CH:4][C:3]=1[O:18][CH3:19], predict the reactants needed to synthesize it. The reactants are: [F:1][C:2]1[CH:11]=[C:10]2[C:5]([C:6](=[O:17])[C:7]([C:12]([O:14]CC)=[O:13])=[CH:8][NH:9]2)=[CH:4][C:3]=1[O:18][CH3:19].[OH-].[Na+].C(O)C.O. (6) Given the product [C@H:38]1([NH:37][C:11]2[C:12]3[CH:19]=[CH:18][N:17]([C@H:20]4[CH2:36][C@@H:23]5[O:24][CH:25]([C:28]6[CH:33]=[CH:32][C:31]([O:34][CH3:35])=[CH:30][CH:29]=6)[O:26][CH2:27][C@@H:22]5[CH2:21]4)[C:13]=3[N:14]=[CH:15][N:16]=2)[C:46]2[C:41](=[CH:42][CH:43]=[CH:44][CH:45]=2)[CH2:40][CH2:39]1, predict the reactants needed to synthesize it. The reactants are: C(S([C:11]1[C:12]2[CH:19]=[CH:18][N:17]([C@H:20]3[CH2:36][C@@H:23]4[O:24][CH:25]([C:28]5[CH:33]=[CH:32][C:31]([O:34][CH3:35])=[CH:30][CH:29]=5)[O:26][CH2:27][C@@H:22]4[CH2:21]3)[C:13]=2[N:14]=[CH:15][N:16]=1)(=O)=O)C1C=CC=CC=1.[NH2:37][C@H:38]1[C:46]2[C:41](=[CH:42][CH:43]=[CH:44][CH:45]=2)[CH2:40][CH2:39]1.CCN(C(C)C)C(C)C. (7) The reactants are: [N+:1]([C:4]1[CH:12]=[C:11]2[C:7]([CH2:8][CH2:9][NH:10]2)=[CH:6][CH:5]=1)([O-:3])=[O:2].[N:13]1[CH:18]=[CH:17][CH:16]=[CH:15][C:14]=1[CH2:19][C:20](OC)=[O:21]. Given the product [N+:1]([C:4]1[CH:12]=[C:11]2[C:7]([CH2:8][CH2:9][N:10]2[C:20](=[O:21])[CH2:19][C:14]2[CH:15]=[CH:16][CH:17]=[CH:18][N:13]=2)=[CH:6][CH:5]=1)([O-:3])=[O:2], predict the reactants needed to synthesize it. (8) Given the product [Cl:2][C:3]1[CH:15]=[CH:14][C:6]([O:7][CH2:8][C:9]([OH:11])=[O:10])=[C:5]([N:16]2[CH2:17][CH2:18][N:19]([C:29](=[O:30])[CH2:28][C:22]3[CH:27]=[CH:26][CH:25]=[CH:24][CH:23]=3)[CH2:20][CH2:21]2)[CH:4]=1, predict the reactants needed to synthesize it. The reactants are: Cl.[Cl:2][C:3]1[CH:15]=[CH:14][C:6]([O:7][CH2:8][C:9]([O:11]CC)=[O:10])=[C:5]([N:16]2[CH2:21][CH2:20][NH:19][CH2:18][CH2:17]2)[CH:4]=1.[C:22]1([CH2:28][C:29](Cl)=[O:30])[CH:27]=[CH:26][CH:25]=[CH:24][CH:23]=1.